This data is from Reaction yield outcomes from USPTO patents with 853,638 reactions. The task is: Predict the reaction yield, written as a fraction of the theoretical maximum amount of product (1.0 means a 100% yield; for example, 0.34 means a 34% yield). (1) The yield is 0.650. The reactants are [C:1]([O:9][CH3:10])(=[O:8])[C:2]1[CH:7]=[CH:6][CH:5]=[CH:4][CH:3]=1.[NH:11]1[CH2:16][CH2:15]C(O)[CH2:13][CH2:12]1.C(OC(C)C)(C)C.O1CCOCC1. The product is [C:1]([O:9][CH:10]1[CH2:15][CH2:16][NH:11][CH2:12][CH2:13]1)(=[O:8])[C:2]1[CH:7]=[CH:6][CH:5]=[CH:4][CH:3]=1. No catalyst specified. (2) The reactants are [Cl-].O[NH3+:3].[C:4](=[O:7])([O-])[OH:5].[Na+].CS(C)=O.[CH2:13]([C:17]1[N:18]=[C:19]([CH3:51])[N:20]([CH2:39][C:40]2[N:41]=[C:42]([C:45]3[CH:50]=[CH:49][CH:48]=[CH:47][CH:46]=3)[S:43][CH:44]=2)[C:21](=[O:38])[C:22]=1[CH2:23][C:24]1[CH:29]=[CH:28][C:27]([C:30]2[C:31]([C:36]#[N:37])=[CH:32][CH:33]=[CH:34][CH:35]=2)=[CH:26][CH:25]=1)[CH2:14][CH2:15][CH3:16]. The catalyst is C(OCC)(=O)C. The product is [CH2:13]([C:17]1[N:18]=[C:19]([CH3:51])[N:20]([CH2:39][C:40]2[N:41]=[C:42]([C:45]3[CH:50]=[CH:49][CH:48]=[CH:47][CH:46]=3)[S:43][CH:44]=2)[C:21](=[O:38])[C:22]=1[CH2:23][C:24]1[CH:25]=[CH:26][C:27]([C:30]2[CH:35]=[CH:34][CH:33]=[CH:32][C:31]=2[C:36]2[NH:3][C:4](=[O:7])[O:5][N:37]=2)=[CH:28][CH:29]=1)[CH2:14][CH2:15][CH3:16]. The yield is 0.600. (3) The reactants are [CH:1](=O)[CH2:2][CH2:3][CH2:4][CH:5]=[O:6].Cl.[CH2:9]([NH2:16])[C:10]1[CH:15]=[CH:14][CH:13]=[CH:12][CH:11]=1.O=[C:18]([CH2:23]C(O)=O)[CH2:19]C(O)=O.C([O-])(=O)C.[Na+].Cl. The catalyst is O. The product is [CH2:9]([N:16]1[CH:3]2[CH2:2][CH2:1][CH2:23][CH:18]1[CH2:19][C:5](=[O:6])[CH2:4]2)[C:10]1[CH:15]=[CH:14][CH:13]=[CH:12][CH:11]=1. The yield is 0.540. (4) The reactants are O.[NH2:2][NH2:3].Cl[C:5]1[N:6]=[N:7][C:8]([C:11]2[CH:16]=[CH:15][C:14]([F:17])=[CH:13][CH:12]=2)=[CH:9][N:10]=1. The catalyst is N1C=CC=CC=1. The product is [F:17][C:14]1[CH:15]=[CH:16][C:11]([C:8]2[N:7]=[N:6][C:5]([NH:2][NH2:3])=[N:10][CH:9]=2)=[CH:12][CH:13]=1. The yield is 0.919. (5) The reactants are [CH3:1][C:2]1[C:6]2[C:7](=[O:19])[N:8]([CH2:11][CH2:12][N:13]3[CH2:18][CH2:17][O:16][CH2:15][CH2:14]3)[CH2:9][CH2:10][C:5]=2[NH:4][C:3]=1[CH:20]=O.[Cl:22][C:23]1[CH:24]=[C:25]2[C:29](=[CH:30][CH:31]=1)[NH:28][C:27](=[O:32])[CH2:26]2. No catalyst specified. The product is [Cl:22][C:23]1[CH:24]=[C:25]2[C:29](=[CH:30][CH:31]=1)[NH:28][C:27](=[O:32])[C:26]2=[CH:20][C:3]1[NH:4][C:5]2[CH2:10][CH2:9][N:8]([CH2:11][CH2:12][N:13]3[CH2:14][CH2:15][O:16][CH2:17][CH2:18]3)[C:7](=[O:19])[C:6]=2[C:2]=1[CH3:1]. The yield is 0.388. (6) The reactants are Cl.[F:2][C:3]1[CH:8]=[CH:7][C:6]([CH:9]([C:17]2[CH:22]=[CH:21][C:20]([F:23])=[CH:19][CH:18]=2)[CH:10]2[C:15](=[O:16])[CH2:14][CH2:13][NH:12][CH2:11]2)=[CH:5][CH:4]=1.[C:24]([C:26]1[CH:33]=[CH:32][CH:31]=[CH:30][C:27]=1[CH2:28]Br)#[N:25].C(=O)([O-])[O-].[K+].[K+]. The catalyst is CN(C)C=O. The product is [F:2][C:3]1[CH:8]=[CH:7][C:6]([CH:9]([C:17]2[CH:18]=[CH:19][C:20]([F:23])=[CH:21][CH:22]=2)[CH:10]2[C:15](=[O:16])[CH2:14][CH2:13][N:12]([CH2:28][C:27]3[CH:30]=[CH:31][CH:32]=[CH:33][C:26]=3[C:24]#[N:25])[CH2:11]2)=[CH:5][CH:4]=1. The yield is 0.660. (7) The reactants are [Na+].[Na+].[Na+].P(C1C=C(S([O-])(=O)=O)C=CC=1)(C1C=C(S([O-])(=O)=O)C=CC=1)C1C=C(S([O-])(=O)=O)C=CC=1.[O:35]1[CH:39]=[N:38][N:37]=[C:36]1[C:40]1[CH:45]=[CH:44][C:43](B(O)O)=[CH:42][CH:41]=1.Cl[C:50]1[C:55]([S:56]([N:59]([C:67]2[C:72]([O:73][CH3:74])=[N:71][C:70]([CH3:75])=[CH:69][N:68]=2)[C:60](=[O:66])[O:61][CH2:62][CH:63]([CH3:65])[CH3:64])(=[O:58])=[O:57])=[CH:54][CH:53]=[CH:52][N:51]=1. The catalyst is O.C1(C)C(C)=CC=CC=1.C(N(CC)CC)C.C([O-])(=O)C.[Pd+2].C([O-])(=O)C. The product is [CH2:62]([O:61][C:60]([N:59]([C:67]1[C:72]([O:73][CH3:74])=[N:71][C:70]([CH3:75])=[CH:69][N:68]=1)[S:56]([C:55]1[C:50]([C:43]2[CH:44]=[CH:45][C:40]([C:36]3[O:35][CH:39]=[N:38][N:37]=3)=[CH:41][CH:42]=2)=[N:51][CH:52]=[CH:53][CH:54]=1)(=[O:58])=[O:57])=[O:66])[CH:63]([CH3:65])[CH3:64]. The yield is 0.768.